Dataset: Full USPTO retrosynthesis dataset with 1.9M reactions from patents (1976-2016). Task: Predict the reactants needed to synthesize the given product. (1) The reactants are: Br[C:2]1[N:6]2[CH2:7][CH2:8][N:9]([C:11]([C:13]3[CH:18]=[CH:17][CH:16]=[C:15]([C:19]([F:22])([F:21])[F:20])[C:14]=3[Cl:23])=[O:12])[CH2:10][C:5]2=[N:4][N:3]=1.[CH3:24]B1OB(C)OB(C)O1.C(=O)([O-])[O-].[K+].[K+]. Given the product [Cl:23][C:14]1[C:15]([C:19]([F:22])([F:21])[F:20])=[CH:16][CH:17]=[CH:18][C:13]=1[C:11]([N:9]1[CH2:8][CH2:7][N:6]2[C:2]([CH3:24])=[N:3][N:4]=[C:5]2[CH2:10]1)=[O:12], predict the reactants needed to synthesize it. (2) The reactants are: C([O:3][C:4]([CH2:6][C:7]1[CH:20]=[CH:19][C:18]2[S:17](=[O:22])(=[O:21])[C:16]3[C:11](=[CH:12][CH:13]=[CH:14][CH:15]=3)[N:10](C(OC(C)(C)C)=O)[C:9]=2[CH:8]=1)=O)C.[F:30][C:31]1([F:39])[CH2:36][CH2:35][CH:34]([CH2:37]I)[CH2:33][CH2:32]1.FC1(F)CCC(C(OCC)=O)CC1.[I-].[CH2:54]([N:61]1[CH:65]=[CH:64][C:63]([NH2:66])=[N:62]1)[C:55]1[CH:60]=[CH:59][CH:58]=[CH:57][CH:56]=1. Given the product [CH2:54]([N:61]1[CH:65]=[CH:64][C:63]([NH:66][C:4](=[O:3])[CH:6]([C:7]2[CH:20]=[CH:19][C:18]3[S:17](=[O:22])(=[O:21])[C:16]4[C:11](=[CH:12][CH:13]=[CH:14][CH:15]=4)[NH:10][C:9]=3[CH:8]=2)[CH2:37][CH:34]2[CH2:35][CH2:36][C:31]([F:39])([F:30])[CH2:32][CH2:33]2)=[N:62]1)[C:55]1[CH:56]=[CH:57][CH:58]=[CH:59][CH:60]=1, predict the reactants needed to synthesize it. (3) The reactants are: [N+](C(C1C=CC2C(=CC=C(O[C@H]3CC[C@H](C(F)(F)F)CC3)C=2)C=1)(C)CCC(O)=O)([O-])=O.C[O:33][C:34](=[O:67])[CH2:35][CH2:36][C:37]([N+:64]([O-:66])=[O:65])([C:39]1[CH:48]=[CH:47][C:46]2[C:41](=[CH:42][CH:43]=[C:44]([O:53][C@H:54]3[CH2:59][CH2:58][C@H:57]([C:60]([F:63])([F:62])[F:61])[CH2:56][CH2:55]3)[C:45]=2[C:49]([F:52])([F:51])[F:50])[CH:40]=1)[CH3:38]. Given the product [N+:64]([C:37]([C:39]1[CH:48]=[CH:47][C:46]2[C:41](=[CH:42][CH:43]=[C:44]([O:53][C@H:54]3[CH2:55][CH2:56][C@H:57]([C:60]([F:61])([F:62])[F:63])[CH2:58][CH2:59]3)[C:45]=2[C:49]([F:50])([F:51])[F:52])[CH:40]=1)([CH3:38])[CH2:36][CH2:35][C:34]([OH:67])=[O:33])([O-:66])=[O:65], predict the reactants needed to synthesize it.